Dataset: Reaction yield outcomes from USPTO patents with 853,638 reactions. Task: Predict the reaction yield, written as a fraction of the theoretical maximum amount of product (1.0 means a 100% yield; for example, 0.34 means a 34% yield). (1) The reactants are [NH2:1][C:2]1[CH:7]=[CH:6][CH:5]=[CH:4][N:3]=1.C(N(CC)CC)C.[C:15](Cl)(=[O:20])[C:16]([CH3:19])([CH3:18])[CH3:17].C(=O)([O-])[O-].[K+].[K+]. The catalyst is C(Cl)Cl.CO. The product is [CH3:17][C:16]([CH3:19])([CH3:18])[C:15]([NH:1][C:2]1[CH:7]=[CH:6][CH:5]=[CH:4][N:3]=1)=[O:20]. The yield is 0.850. (2) The reactants are [Cl:1][C:2]1[CH:3]=[C:4]([CH:8]=[CH:9][C:10]=1[Cl:11])[C:5](Cl)=[O:6].[CH2:12]([NH:19][C:20]([C:22]1[S:26][C:25]([NH2:27])=[N:24][C:23]=1[CH3:28])=[O:21])[C:13]1[CH:18]=[CH:17][CH:16]=[CH:15][CH:14]=1. No catalyst specified. The product is [CH2:12]([NH:19][C:20]([C:22]1[S:26][C:25]([NH:27][C:5](=[O:6])[C:4]2[CH:8]=[CH:9][C:10]([Cl:11])=[C:2]([Cl:1])[CH:3]=2)=[N:24][C:23]=1[CH3:28])=[O:21])[C:13]1[CH:18]=[CH:17][CH:16]=[CH:15][CH:14]=1. The yield is 0.150. (3) The reactants are [CH2:1](O)[CH3:2].[Cl:4][CH2:5][CH2:6][CH2:7][CH2:8][C:9]([OH:11])=[O:10].O.C1(C)C=CC(S(O)(=O)=O)=CC=1.C(N(CC)CC)C. The catalyst is C1(C)C=CC=CC=1. The product is [Cl:4][CH2:5][CH2:6][CH2:7][CH2:8][C:9]([O:11][CH2:1][CH3:2])=[O:10]. The yield is 0.720. (4) The reactants are Cl.[NH2:2][C:3]1[C:8]2[C:9](=[O:42])[N:10]([C:14]3[CH:19]=[CH:18][C:17]([C:20]4[CH:25]=[CH:24][C:23]([CH2:26][N:27]5[CH2:31][CH2:30][C@H:29]([O:32][Si](C(C)(C)C)(C)C)[C:28]5=[O:40])=[CH:22][C:21]=4[Cl:41])=[CH:16][CH:15]=3)[CH2:11][CH2:12][O:13][C:7]=2[N:6]=[CH:5][N:4]=1. The catalyst is O1CCOCC1. The product is [NH2:2][C:3]1[C:8]2[C:9](=[O:42])[N:10]([C:14]3[CH:19]=[CH:18][C:17]([C:20]4[CH:25]=[CH:24][C:23]([CH2:26][N:27]5[CH2:31][CH2:30][C@H:29]([OH:32])[C:28]5=[O:40])=[CH:22][C:21]=4[Cl:41])=[CH:16][CH:15]=3)[CH2:11][CH2:12][O:13][C:7]=2[N:6]=[CH:5][N:4]=1. The yield is 0.780. (5) The reactants are [NH2:1][C:2]1[C:11]2[C:6](=[C:7](I)[C:8]([F:12])=[CH:9][CH:10]=2)[N:5]=[N:4][C:3]=1[C:14]([NH:16][CH:17]1[CH2:19][CH2:18]1)=[O:15].[CH3:20][O:21][C:22]1[C:27](B(O)O)=[CH:26][CH:25]=[C:24]([O:31][CH3:32])[N:23]=1. No catalyst specified. The product is [NH2:1][C:2]1[C:11]2[C:6](=[C:7]([C:27]3[C:22]([O:21][CH3:20])=[N:23][C:24]([O:31][CH3:32])=[CH:25][CH:26]=3)[C:8]([F:12])=[CH:9][CH:10]=2)[N:5]=[N:4][C:3]=1[C:14]([NH:16][CH:17]1[CH2:19][CH2:18]1)=[O:15]. The yield is 0.670. (6) The reactants are [CH3:1][C:2]1([CH3:33])[C:14]2[NH:13][C:12]3[C:7](=[CH:8][CH:9]=[C:10]([C:15]#[N:16])[CH:11]=3)[C:6]=2[C:5](=[O:17])[C:4]2[CH:18]=[C:19]([N+:30]([O-])=O)[C:20]([O:22][CH:23]3[CH2:28][CH2:27][N:26]([CH3:29])[CH2:25][CH2:24]3)=[CH:21][C:3]1=2.C([O-])(=O)C.[NH4+].C(=O)([O-])O.[Na+]. The catalyst is C(O)C.[Cl-].[Ti+3].[Cl-].[Cl-]. The product is [NH2:30][C:19]1[C:20]([O:22][CH:23]2[CH2:28][CH2:27][N:26]([CH3:29])[CH2:25][CH2:24]2)=[CH:21][C:3]2[C:2]([CH3:33])([CH3:1])[C:14]3[NH:13][C:12]4[C:7]([C:6]=3[C:5](=[O:17])[C:4]=2[CH:18]=1)=[CH:8][CH:9]=[C:10]([C:15]#[N:16])[CH:11]=4. The yield is 0.780. (7) The reactants are [CH3:1][C:2]1[CH:10]=[CH:9][C:8]2[NH:7][C:6]3[CH2:11][CH2:12][N:13]([C:15]([O:17][CH2:18][CH3:19])=[O:16])[CH2:14][C:5]=3[C:4]=2[CH:3]=1.[CH2:20]([CH:22]1[O:24][CH2:23]1)Br.[NH4+].[Cl-]. No catalyst specified. The product is [CH3:1][C:2]1[CH:10]=[CH:9][C:8]2[N:7]([CH2:20][CH:22]3[CH2:23][O:24]3)[C:6]3[CH2:11][CH2:12][N:13]([C:15]([O:17][CH2:18][CH3:19])=[O:16])[CH2:14][C:5]=3[C:4]=2[CH:3]=1. The yield is 0.490. (8) The catalyst is C(Cl)Cl.C(OCC)(=O)C.CCCCCC. The yield is 0.639. The reactants are Cl.[CH2:2]([C:6]1[N:10]([C:11]2[CH:16]=[CH:15][CH:14]=[CH:13][CH:12]=2)[N:9]=[C:8]([CH2:17][NH:18][C:19]([CH:21]2[CH:26]3[CH:22]2[CH2:23][NH:24][CH2:25]3)=[O:20])[CH:7]=1)[CH:3]([CH3:5])[CH3:4].C(N(CC)CC)C.[CH3:34][C:35]([CH3:40])([CH3:39])[CH2:36][CH:37]=O.C(O[BH-](OC(=O)C)OC(=O)C)(=O)C.[Na+]. The product is [CH3:34][C:35]([CH3:40])([CH3:39])[CH2:36][CH2:37][N:24]1[CH2:25][CH:26]2[CH:22]([CH:21]2[C:19]([NH:18][CH2:17][C:8]2[CH:7]=[C:6]([CH2:2][CH:3]([CH3:5])[CH3:4])[N:10]([C:11]3[CH:16]=[CH:15][CH:14]=[CH:13][CH:12]=3)[N:9]=2)=[O:20])[CH2:23]1. (9) The reactants are [Cl:1][C:2]1[CH:7]=[CH:6][C:5]([F:8])=[CH:4][C:3]=1[CH:9]1[CH2:14][CH2:13][N:12]([C:15]([C:17]2[C:21]3[CH2:22][N:23](C(OC(C)(C)C)=O)[CH2:24][CH2:25][C:20]=3[NH:19][N:18]=2)=[O:16])[CH2:11][CH2:10]1.Cl. The catalyst is C(Cl)Cl. The product is [ClH:1].[Cl:1][C:2]1[CH:7]=[CH:6][C:5]([F:8])=[CH:4][C:3]=1[CH:9]1[CH2:10][CH2:11][N:12]([C:15]([C:17]2[C:21]3[CH2:22][NH:23][CH2:24][CH2:25][C:20]=3[NH:19][N:18]=2)=[O:16])[CH2:13][CH2:14]1. The yield is 0.940.